This data is from Forward reaction prediction with 1.9M reactions from USPTO patents (1976-2016). The task is: Predict the product of the given reaction. (1) Given the reactants [O:1]=[C:2]1[C@H:6]([O:7][C:8]2[CH:9]=[CH:10][C:11]([C:14]3[S:15][C:16]([C:19](OC)=[O:20])=[CH:17][N:18]=3)=[N:12][CH:13]=2)[CH2:5][CH2:4][NH:3]1.[Li+].[BH4-], predict the reaction product. The product is: [OH:20][CH2:19][C:16]1[S:15][C:14]([C:11]2[N:12]=[CH:13][C:8]([O:7][C@@H:6]3[CH2:5][CH2:4][NH:3][C:2]3=[O:1])=[CH:9][CH:10]=2)=[N:18][CH:17]=1. (2) Given the reactants O=[C:2]([CH:11]1[C:16](=O)[CH2:15][CH2:14][O:13][CH2:12]1)[CH2:3][CH2:4][N:5]1[CH2:9][CH2:8][CH2:7][C:6]1=[O:10].[CH3:18][O:19][C:20]1[CH:21]=[C:22]([NH:32][C:33]([NH2:35])=[NH:34])[CH:23]=[CH:24][C:25]=1[N:26]1[CH:30]=[C:29]([CH3:31])[N:28]=[CH:27]1.C(=O)([O-])[O-].[K+].[K+], predict the reaction product. The product is: [CH3:18][O:19][C:20]1[CH:21]=[C:22]([NH:32][C:33]2[N:35]=[C:2]([CH2:3][CH2:4][N:5]3[CH2:9][CH2:8][CH2:7][C:6]3=[O:10])[C:11]3[CH2:12][O:13][CH2:14][CH2:15][C:16]=3[N:34]=2)[CH:23]=[CH:24][C:25]=1[N:26]1[CH:30]=[C:29]([CH3:31])[N:28]=[CH:27]1. (3) Given the reactants [CH3:1][N:2]1[C:10]2[C:5](=[CH:6][CH:7]=[CH:8][C:9]=2[OH:11])[CH:4]=[CH:3]1.Cl[CH2:13][C:14]([N:16]([CH3:18])[CH3:17])=[O:15].C(=O)([O-])[O-].[K+].[K+].[I-].[K+], predict the reaction product. The product is: [CH3:17][N:16]([CH3:18])[C:14](=[O:15])[CH2:13][O:11][C:9]1[CH:8]=[CH:7][CH:6]=[C:5]2[C:10]=1[N:2]([CH3:1])[CH:3]=[CH:4]2. (4) Given the reactants [Br:1][C:2]1[CH:10]=[C:9]([CH3:11])[C:5]([NH:12]C=O)([C:6]([OH:8])=[O:7])[CH:4]([N+:15]([O-:17])=[O:16])[CH:3]=1.Cl, predict the reaction product. The product is: [NH2:12][C:5]1([C:9]([CH3:11])=[CH:10][C:2]([Br:1])=[CH:3][CH:4]1[N+:15]([O-:17])=[O:16])[C:6]([OH:8])=[O:7]. (5) Given the reactants [Br:1][C:2]1[CH:7]=[CH:6][C:5]([CH2:8][OH:9])=[C:4]([F:10])[CH:3]=1.[H-].[Na+].Br[CH2:14][CH2:15][O:16][CH2:17][C:18]1[CH:23]=[CH:22][CH:21]=[CH:20][CH:19]=1, predict the reaction product. The product is: [CH2:17]([O:16][CH2:15][CH2:14][O:9][CH2:8][C:5]1[CH:6]=[CH:7][C:2]([Br:1])=[CH:3][C:4]=1[F:10])[C:18]1[CH:23]=[CH:22][CH:21]=[CH:20][CH:19]=1. (6) The product is: [CH3:1][O:2][C:3]1[CH:8]=[CH:7][CH:6]=[CH:5][C:4]=1[NH:9][C:24]([C:21]1[CH:22]=[C:23]2[C:15]([C:12]3[CH:13]=[CH:14][O:10][CH:11]=3)=[CH:16][NH:17][C:18]2=[N:19][CH:20]=1)=[O:25]. Given the reactants [CH3:1][O:2][C:3]1[CH:8]=[CH:7][CH:6]=[CH:5][C:4]=1[NH2:9].[O:10]1[CH:14]=[CH:13][C:12]([C:15]2[C:23]3[C:18](=[N:19][CH:20]=[C:21]([C:24](O)=[O:25])[CH:22]=3)[NH:17][CH:16]=2)=[CH:11]1.F[P-](F)(F)(F)(F)F.N1(O[P+](N(C)C)(N(C)C)N(C)C)C2C=CC=CC=2N=N1.C1C=CC2N(O)N=NC=2C=1.CCN(C(C)C)C(C)C, predict the reaction product. (7) Given the reactants [C:1]([CH2:3][NH:4][C:5]([C@@H:7]1[CH2:12][CH2:11][CH2:10][CH2:9][C@@H:8]1[NH:13][C:14]([C:16]1[NH:17][C:18]2[C:23]([CH:24]=1)=[CH:22][CH:21]=[C:20]([O:25][CH2:26][CH2:27][N:28]1[CH2:33][CH2:32]O[CH2:30][CH2:29]1)[CH:19]=2)=[O:15])=[O:6])#[N:2].[N:34]1(CCO)CCOC[CH2:35]1, predict the reaction product. The product is: [C:1]([CH2:3][NH:4][C:5]([C@@H:7]1[CH2:12][CH2:11][CH2:10][CH2:9][C@@H:8]1[NH:13][C:14]([C:16]1[NH:17][C:18]2[C:23]([CH:24]=1)=[CH:22][CH:21]=[C:20]([O:25][CH2:26][CH2:27][N:28]1[CH2:33][CH2:32][N:34]([CH3:35])[CH2:30][CH2:29]1)[CH:19]=2)=[O:15])=[O:6])#[N:2]. (8) Given the reactants C(OC([N:8]1[CH2:16][CH:15]2[CH:10]([CH2:11][CH2:12][CH2:13][C:14]2([OH:26])[C:17]#[C:18][C:19]2[CH:20]=[C:21]([CH3:25])[CH:22]=[CH:23][CH:24]=2)[CH2:9]1)=O)(C)(C)C.Cl, predict the reaction product. The product is: [C:21]1([CH3:25])[CH:22]=[CH:23][CH:24]=[C:19]([C:18]#[C:17][C:14]2([OH:26])[CH2:13][CH2:12][CH2:11][CH:10]3[CH:15]2[CH2:16][NH:8][CH2:9]3)[CH:20]=1. (9) Given the reactants [Cl:1][C:2]1[CH:7]=[CH:6][CH:5]=[CH:4][C:3]=1[C@H:8]([NH:10]S(C(C)(C)C)=O)[CH3:9].Cl, predict the reaction product. The product is: [Cl:1][C:2]1[CH:7]=[CH:6][CH:5]=[CH:4][C:3]=1[C@H:8]([NH2:10])[CH3:9].